Dataset: Peptide-MHC class I binding affinity with 185,985 pairs from IEDB/IMGT. Task: Regression. Given a peptide amino acid sequence and an MHC pseudo amino acid sequence, predict their binding affinity value. This is MHC class I binding data. (1) The MHC is Mamu-B03 with pseudo-sequence Mamu-B03. The binding affinity (normalized) is 0.880. The peptide sequence is RRWQQLLAL. (2) The peptide sequence is EEAPAAVSF. The MHC is HLA-B40:01 with pseudo-sequence HLA-B40:01. The binding affinity (normalized) is 0.851. (3) The peptide sequence is SLMASSPTSI. The MHC is HLA-A31:01 with pseudo-sequence HLA-A31:01. The binding affinity (normalized) is 0.0847. (4) The peptide sequence is RSWNTGFDW. The MHC is HLA-B57:01 with pseudo-sequence HLA-B57:01. The binding affinity (normalized) is 0.757. (5) The peptide sequence is SHYSHNPKL. The MHC is HLA-A68:02 with pseudo-sequence HLA-A68:02. The binding affinity (normalized) is 0.0847. (6) The peptide sequence is NTVSSFQV. The MHC is HLA-A02:06 with pseudo-sequence HLA-A02:06. The binding affinity (normalized) is 0.223. (7) The peptide sequence is YYAVVPLVY. The MHC is HLA-A29:02 with pseudo-sequence HLA-A29:02. The binding affinity (normalized) is 0.974. (8) The peptide sequence is RLRPGGKKKY. The MHC is HLA-B54:01 with pseudo-sequence HLA-B54:01. The binding affinity (normalized) is 0.0200. (9) The peptide sequence is SARRHRILDIYLE. The MHC is Mamu-B08 with pseudo-sequence Mamu-B08. The binding affinity (normalized) is 0.0816. (10) The peptide sequence is LMARRARSL. The MHC is HLA-B07:02 with pseudo-sequence HLA-B07:02. The binding affinity (normalized) is 0.787.